Dataset: Reaction yield outcomes from USPTO patents with 853,638 reactions. Task: Predict the reaction yield, written as a fraction of the theoretical maximum amount of product (1.0 means a 100% yield; for example, 0.34 means a 34% yield). (1) The yield is 0.720. The reactants are [CH3:1][O:2][C:3](=[O:15])[C:4]1[C:5](=[C:10](I)[CH:11]=[CH:12][CH:13]=1)[C:6]([O:8][CH3:9])=[O:7].[CH3:16][O:17][C:18]1[CH:23]=[C:22]([O:24][CH2:25][CH2:26][N:27]2[CH2:32][CH2:31][O:30][CH2:29][CH2:28]2)[CH:21]=[CH:20][C:19]=1[NH2:33].C1C=CC(P(C2C(C3C(P(C4C=CC=CC=4)C4C=CC=CC=4)=CC=C4C=3C=CC=C4)=C3C(C=CC=C3)=CC=2)C2C=CC=CC=2)=CC=1.C(=O)([O-])[O-].[Cs+].[Cs+]. The product is [CH3:1][O:2][C:3](=[O:15])[C:4]1[C:5](=[C:10]([NH:33][C:19]2[CH:20]=[CH:21][C:22]([O:24][CH2:25][CH2:26][N:27]3[CH2:28][CH2:29][O:30][CH2:31][CH2:32]3)=[CH:23][C:18]=2[O:17][CH3:16])[CH:11]=[CH:12][CH:13]=1)[C:6]([O:8][CH3:9])=[O:7]. The catalyst is C1(C)C=CC=CC=1.C(Cl)Cl.C1C=CC(/C=C/C(/C=C/C2C=CC=CC=2)=O)=CC=1.C1C=CC(/C=C/C(/C=C/C2C=CC=CC=2)=O)=CC=1.C1C=CC(/C=C/C(/C=C/C2C=CC=CC=2)=O)=CC=1.[Pd].[Pd]. (2) The catalyst is C1(C)C=CC=CC=1.[Pd].[Pd].C(=CC(C=CC1C=CC=CC=1)=O)C1C=CC=CC=1.C(=CC(C=CC1C=CC=CC=1)=O)C1C=CC=CC=1.C(=CC(C=CC1C=CC=CC=1)=O)C1C=CC=CC=1. The yield is 0.880. The product is [F:42][C:39]1([F:43])[CH2:40][CH2:41][CH:36]([C:22]2[C:21]3[CH:20]([O:44][CH2:45][C:46]4[CH:47]=[CH:48][C:49]([O:52][CH3:53])=[CH:50][CH:51]=4)[CH2:19][C:18]([CH3:54])([CH3:55])[CH2:17][C:16]=3[N:15]=[C:14]([CH:11]3[CH2:10][CH2:9][N:8]([C:5]4[N:4]=[CH:3][C:2]([N:56]5[CH2:61][CH2:60][O:59][CH2:58][CH2:57]5)=[CH:7][N:6]=4)[CH2:13][CH2:12]3)[C:23]=2[CH:24]([F:35])[C:25]2[CH:26]=[CH:27][C:28]([C:31]([F:33])([F:32])[F:34])=[CH:29][CH:30]=2)[CH2:37][CH2:38]1. The reactants are Br[C:2]1[CH:3]=[N:4][C:5]([N:8]2[CH2:13][CH2:12][CH:11]([C:14]3[C:23]([CH:24]([F:35])[C:25]4[CH:30]=[CH:29][C:28]([C:31]([F:34])([F:33])[F:32])=[CH:27][CH:26]=4)=[C:22]([CH:36]4[CH2:41][CH2:40][C:39]([F:43])([F:42])[CH2:38][CH2:37]4)[C:21]4[CH:20]([O:44][CH2:45][C:46]5[CH:51]=[CH:50][C:49]([O:52][CH3:53])=[CH:48][CH:47]=5)[CH2:19][C:18]([CH3:55])([CH3:54])[CH2:17][C:16]=4[N:15]=3)[CH2:10][CH2:9]2)=[N:6][CH:7]=1.[NH:56]1[CH2:61][CH2:60][O:59][CH2:58][CH2:57]1.CC(P(C(C)(C)C)C1C(C2C=CC=CC=2)=CC=CC=1)(C)C.CC(C)([O-])C.[Na+].C(=O)([O-])O.[Na+]. (3) The reactants are [C:1]1([C:7]2[CH:15]=[C:14]3[C:10]([CH2:11][C:12](=[O:16])[NH:13]3)=[CH:9][CH:8]=2)[CH:6]=[CH:5][CH:4]=[CH:3][CH:2]=1.[CH:17]([C:19]1[NH:20][C:21]2[CH2:22][CH2:23][CH2:24][CH2:25][C:26]=2[C:27]=1[CH2:28][CH2:29][C:30]([OH:32])=[O:31])=O. The catalyst is N1CCCCC1.C(O)C. The product is [O:16]=[C:12]1[C:11](=[CH:17][C:19]2[NH:20][C:21]3[CH2:22][CH2:23][CH2:24][CH2:25][C:26]=3[C:27]=2[CH2:28][CH2:29][C:30]([OH:32])=[O:31])[C:10]2[C:14](=[CH:15][C:7]([C:1]3[CH:2]=[CH:3][CH:4]=[CH:5][CH:6]=3)=[CH:8][CH:9]=2)[NH:13]1. The yield is 0.310. (4) The reactants are [CH:1]1([O:6][C:7]2[CH:8]=[CH:9][C:10]3[N:14]=[C:13]([CH2:15][OH:16])[N:12]([CH3:17])[C:11]=3[CH:18]=2)[CH2:5][CH2:4][CH2:3][CH2:2]1.O[C:20]1[CH:21]=[C:22]([CH:27]=[CH:28][CH:29]=1)[C:23]([O:25][CH3:26])=[O:24].C(P(CCCC)CCCC)CCC.N(C(N1CCCCC1)=O)=NC(N1CCCCC1)=O. The catalyst is ClCCl. The product is [CH:1]1([O:6][C:7]2[CH:8]=[CH:9][C:10]3[N:14]=[C:13]([CH2:15][O:16][C:20]4[CH:21]=[C:22]([CH:27]=[CH:28][CH:29]=4)[C:23]([O:25][CH3:26])=[O:24])[N:12]([CH3:17])[C:11]=3[CH:18]=2)[CH2:2][CH2:3][CH2:4][CH2:5]1. The yield is 0.600. (5) The reactants are C([O:3][C:4](=O)[CH2:5][O:6][C:7]1[CH:12]=[CH:11][C:10]([CH2:13][CH2:14][CH2:15][CH2:16][NH:17][C:18]([O:20][CH2:21][C:22]2[CH:27]=[CH:26][CH:25]=[CH:24][CH:23]=2)=[O:19])=[CH:9][CH:8]=1)C.[CH3:29][NH:30][CH3:31]. No catalyst specified. The product is [CH2:21]([O:20][C:18](=[O:19])[NH:17][CH2:16][CH2:15][CH2:14][CH2:13][C:10]1[CH:11]=[CH:12][C:7]([O:6][CH2:5][C:4](=[O:3])[N:30]([CH3:31])[CH3:29])=[CH:8][CH:9]=1)[C:22]1[CH:27]=[CH:26][CH:25]=[CH:24][CH:23]=1. The yield is 0.520. (6) The reactants are [C:1]([C:5]1[CH:10]=[CH:9][C:8]([CH2:11][C:12]([O:14]C)=[O:13])=[CH:7][CH:6]=1)([CH3:4])([CH3:3])[CH3:2].O. The catalyst is CO. The product is [C:1]([C:5]1[CH:10]=[CH:9][C:8]([CH2:11][C:12]([OH:14])=[O:13])=[CH:7][CH:6]=1)([CH3:4])([CH3:2])[CH3:3]. The yield is 0.990. (7) The reactants are [CH3:1][O:2][C:3]1[CH:8]=[CH:7][CH:6]=[C:5]([CH3:9])[C:4]=1[N:10]1[CH:14]=[C:13]([C:15]([F:18])([F:17])[F:16])[CH:12]=[N:11]1.B1(B2OC(C)(C)C(C)(C)O2)OC(C)(C)C(C)(C)[O:20]1.OOS([O-])=O.[K+]. The product is [CH3:1][O:2][C:3]1[CH:8]=[C:7]([OH:20])[CH:6]=[C:5]([CH3:9])[C:4]=1[N:10]1[CH:14]=[C:13]([C:15]([F:18])([F:17])[F:16])[CH:12]=[N:11]1. The catalyst is CO.CO.C1CC=CCCC=C1.C1CC=CCCC=C1.[Ir].[Ir].O. The yield is 0.330. (8) The catalyst is CN(C=O)C.C1(C)C(C)=CC=CC=1.O.C(Cl)(Cl)Cl. The product is [CH2:21]([N:23]([CH2:24][CH3:25])[CH2:27][CH2:29][O:30][C:9]1[CH:8]=[CH:7][C:6]2[C:5](=[O:18])[C:4]3[C:13](=[CH:14][CH:15]=[C:2]([O:1][CH2:22][CH2:21][N:23]([CH2:27][CH3:28])[CH2:24][CH3:25])[CH:3]=3)[C:12](=[O:16])[C:11]=2[CH:10]=1)[CH3:22]. The reactants are [OH:1][C:2]1[CH:15]=[CH:14][C:13]2[C:12](=[O:16])[C:11]3[C:6](=[CH:7][CH:8]=[C:9](O)[CH:10]=3)[C:5](=[O:18])[C:4]=2[CH:3]=1.[H-].[Na+].[CH2:21]([N:23]([CH2:27][CH3:28])[CH2:24][CH2:25]Cl)[CH3:22].[CH3:29][OH:30]. The yield is 0.570. (9) The reactants are [CH3:1][O:2][C:3]1[CH:4]=[C:5]2[C:9](=[CH:10][CH:11]=1)[C@H:8]([C@H:12]([CH2:16][CH3:17])[C:13]([OH:15])=[O:14])[CH2:7][CH2:6]2.[C:18]([O-])(O)=O.[Na+].CI.O. The catalyst is CN(C=O)C. The product is [CH3:1][O:2][C:3]1[CH:4]=[C:5]2[C:9](=[CH:10][CH:11]=1)[C@H:8]([C@H:12]([CH2:16][CH3:17])[C:13]([O:15][CH3:18])=[O:14])[CH2:7][CH2:6]2. The yield is 0.990.